This data is from Forward reaction prediction with 1.9M reactions from USPTO patents (1976-2016). The task is: Predict the product of the given reaction. (1) Given the reactants [F:1][C:2]([F:17])([F:16])[C:3]1[CH:4]=[C:5](B(O)O)[CH:6]=[C:7]([C:9]([F:12])([F:11])[F:10])[CH:8]=1.[CH3:18][CH:19]([NH:21][CH2:22][CH2:23][CH2:24][N:25]1[C:34]([S:35][C:36]2[CH:41]=[C:40]3[O:42][CH2:43][O:44][C:39]3=[CH:38][C:37]=2I)=[N:33][C:27]2[C:28]([NH2:32])=[N:29][CH:30]=[N:31][C:26]1=2)[CH3:20].C([O-])(O)=O.[Na+].CN(C=O)C, predict the reaction product. The product is: [F:1][C:2]([F:17])([F:16])[C:3]1[CH:4]=[C:5]([C:37]2[C:36]([S:35][C:34]3[N:25]([CH2:24][CH2:23][CH2:22][NH:21][CH:19]([CH3:20])[CH3:18])[C:26]4[C:27]([N:33]=3)=[C:28]([NH2:32])[N:29]=[CH:30][N:31]=4)=[CH:41][C:40]3[O:42][CH2:43][O:44][C:39]=3[CH:38]=2)[CH:6]=[C:7]([C:9]([F:12])([F:11])[F:10])[CH:8]=1. (2) The product is: [C:52]([C:47]1[CH:48]=[C:49]2[C:44](=[C:45]([F:56])[CH:46]=1)[C:43](=[O:57])[N:42]([C:28]1[CH:29]=[CH:30][CH:31]=[C:32]([C:2]3[CH:3]=[C:4]([NH:10][C:11]4[CH:21]=[CH:20][C:14]([C:15](=[O:16])[N:17]([CH3:19])[CH3:18])=[CH:13][N:12]=4)[C:5](=[O:9])[N:6]([CH3:8])[N:7]=3)[C:27]=1[CH2:26][O:25][C:22](=[O:24])[CH3:23])[N:51]=[CH:50]2)([CH3:53])([CH3:54])[CH3:55]. Given the reactants Cl[C:2]1[CH:3]=[C:4]([NH:10][C:11]2[CH:21]=[CH:20][C:14]([C:15]([N:17]([CH3:19])[CH3:18])=[O:16])=[CH:13][N:12]=2)[C:5](=[O:9])[N:6]([CH3:8])[N:7]=1.[C:22]([O:25][CH2:26][C:27]1[C:32](B2OC(C)(C)C(C)(C)O2)=[CH:31][CH:30]=[CH:29][C:28]=1[N:42]1[N:51]=[CH:50][C:49]2[C:44](=[C:45]([F:56])[CH:46]=[C:47]([C:52]([CH3:55])([CH3:54])[CH3:53])[CH:48]=2)[C:43]1=[O:57])(=[O:24])[CH3:23].C([O-])([O-])=O.[Cs+].[Cs+].[O-]S([O-])(=O)=O.[Na+].[Na+], predict the reaction product. (3) Given the reactants Br[C:2]1[CH:7]=[CH:6][C:5]([CH2:8][NH:9][S:10]([CH3:13])(=[O:12])=[O:11])=[CH:4][CH:3]=1.[F:14][C:15]([F:26])([F:25])[C:16]1[C:17]2[CH2:24][O:23][CH2:22][CH2:21][C:18]=2[NH:19][N:20]=1.CN(C)CC(O)=O.C(=O)([O-])[O-].[Cs+].[Cs+], predict the reaction product. The product is: [F:25][C:15]([F:14])([F:26])[C:16]1[C:17]2[CH2:24][O:23][CH2:22][CH2:21][C:18]=2[N:19]([C:2]2[CH:7]=[CH:6][C:5]([CH2:8][NH:9][S:10]([CH3:13])(=[O:12])=[O:11])=[CH:4][CH:3]=2)[N:20]=1. (4) The product is: [CH2:11]([O:10][C:8](=[O:9])[C:7](=[N+:22]=[N-:23])[C:1]1[CH:6]=[CH:5][CH:4]=[CH:3][CH:2]=1)[CH3:12]. Given the reactants [C:1]1([CH2:7][C:8]([O:10][CH2:11][CH3:12])=[O:9])[CH:6]=[CH:5][CH:4]=[CH:3][CH:2]=1.C1(C)C=CC(S([N:22]=[N+:23]=[N-])(=O)=O)=CC=1.N12CCCN=C1CCCCC2, predict the reaction product. (5) Given the reactants [CH3:1][O:2][C:3]1[C:4]([O:12][CH2:13][CH2:14][CH3:15])=[C:5]([CH:9]=[CH:10][CH:11]=1)[CH2:6]CN.[C:16](Cl)(=[O:19])[CH:17]=[CH2:18].C[CH2:22][N:23](CC)CC, predict the reaction product. The product is: [CH3:1][O:2][C:3]1[C:4]([O:12][CH2:13][CH2:14][CH3:15])=[C:5]([CH:9]=[CH:10][CH:11]=1)[CH2:6][N:23]([CH3:22])[C:16](=[O:19])[CH:17]=[CH2:18]. (6) The product is: [Br:1][C:2]1[CH:3]=[C:4]([CH2:39][C:40]([OH:42])=[O:41])[CH:5]=[C:6]([Br:38])[C:7]=1[O:8][C:9]1[CH:14]=[C:13]([CH:15]([CH3:17])[CH3:16])[C:12]([O:18][CH3:19])=[CH:11][C:10]=1[CH:20]([O:28][C:29]1[CH:30]=[CH:31][C:32]([NH2:35])=[CH:33][CH:34]=1)[C:21]1[CH:26]=[CH:25][CH:24]=[C:23]([CH3:27])[CH:22]=1. Given the reactants [Br:1][C:2]1[CH:3]=[C:4]([CH2:39][C:40]([OH:42])=[O:41])[CH:5]=[C:6]([Br:38])[C:7]=1[O:8][C:9]1[CH:14]=[C:13]([CH:15]([CH3:17])[CH3:16])[C:12]([O:18][CH3:19])=[CH:11][C:10]=1[CH:20]([O:28][C:29]1[CH:34]=[CH:33][C:32]([N+:35]([O-])=O)=[CH:31][CH:30]=1)[C:21]1[CH:26]=[CH:25][CH:24]=[C:23]([CH3:27])[CH:22]=1.[O-]S(S([O-])=O)=O.[Na+].[Na+], predict the reaction product.